This data is from Forward reaction prediction with 1.9M reactions from USPTO patents (1976-2016). The task is: Predict the product of the given reaction. Given the reactants Cl[CH:2]([CH2:6][CH2:7][CH2:8][C:9]1[CH:18]=[CH:17][C:16]([O:19][CH3:20])=[C:15]2[C:10]=1[CH:11]=[CH:12][C:13](=[O:22])[N:14]2[CH3:21])[C:3]([OH:5])=O.[NH2:23][C:24](N)=[S:25].C([O-])(=[O:29])C.[Na+], predict the reaction product. The product is: [CH3:20][O:19][C:16]1[CH:17]=[CH:18][C:9]([CH2:8][CH2:7][CH2:6][CH:2]2[S:25][C:24](=[O:29])[NH:23][C:3]2=[O:5])=[C:10]2[C:15]=1[N:14]([CH3:21])[C:13](=[O:22])[CH:12]=[CH:11]2.